This data is from Full USPTO retrosynthesis dataset with 1.9M reactions from patents (1976-2016). The task is: Predict the reactants needed to synthesize the given product. (1) Given the product [Cl:24][C:8]1[CH:7]=[C:6]([C:9]2[C:17]3[C:12](=[N:13][C:14]([NH2:18])=[N:15][CH:16]=3)[N:11]([CH3:19])[N:10]=2)[CH:5]=[C:4]([C:20]([F:21])([F:23])[F:22])[C:3]=1[O:2][CH3:1], predict the reactants needed to synthesize it. The reactants are: [CH3:1][O:2][C:3]1[CH:8]=[CH:7][C:6]([C:9]2[C:17]3[C:12](=[N:13][C:14]([NH2:18])=[N:15][CH:16]=3)[N:11]([CH3:19])[N:10]=2)=[CH:5][C:4]=1[C:20]([F:23])([F:22])[F:21].[Cl:24]N1C(=O)N(Cl)C(=O)N(Cl)C1=O. (2) The reactants are: [C:1]([O:5][C:6]([N:8]1[CH2:13][CH2:12][CH2:11][CH:10]([OH:14])[CH2:9]1)=[O:7])([CH3:4])([CH3:3])[CH3:2].Cl[CH2:16][C:17]1[S:21][C:20]([C:22]2[CH:27]=[CH:26][C:25]([Cl:28])=[CH:24][CH:23]=2)=[N:19][C:18]=1[CH3:29]. Given the product [C:1]([O:5][C:6]([N:8]1[CH2:13][CH2:12][CH2:11][CH:10]([O:14][CH2:16][C:17]2[S:21][C:20]([C:22]3[CH:27]=[CH:26][C:25]([Cl:28])=[CH:24][CH:23]=3)=[N:19][C:18]=2[CH3:29])[CH2:9]1)=[O:7])([CH3:4])([CH3:2])[CH3:3], predict the reactants needed to synthesize it. (3) Given the product [CH3:22][N:20]1[CH:21]=[C:17]([C:14]2[CH:15]=[C:16]3[C:8]([C:6]4[N:7]=[C:2]([N:29]5[CH2:34][CH2:33][CH:32]([OH:35])[CH2:31][CH2:30]5)[CH:3]=[CH:4][CH:5]=4)=[N:9][NH:10][C:11]3=[CH:12][N:13]=2)[CH:18]=[N:19]1, predict the reactants needed to synthesize it. The reactants are: F[C:2]1[N:7]=[C:6]([C:8]2[C:16]3[C:11](=[CH:12][N:13]=[C:14]([C:17]4[CH:18]=[N:19][N:20]([CH3:22])[CH:21]=4)[CH:15]=3)[N:10](C3CCCCO3)[N:9]=2)[CH:5]=[CH:4][CH:3]=1.[NH:29]1[CH2:34][CH2:33][CH:32]([OH:35])[CH2:31][CH2:30]1. (4) Given the product [CH2:15]([NH:19][CH2:11][C:10]1[CH:13]=[CH:14][C:7]([C:5]#[N:6])=[CH:8][CH:9]=1)[CH:16]([CH3:18])[CH3:17], predict the reactants needed to synthesize it. The reactants are: C([BH3-])#N.[Na+].[C:5]([C:7]1[CH:14]=[CH:13][C:10]([CH:11]=O)=[CH:9][CH:8]=1)#[N:6].[CH2:15]([NH2:19])[CH:16]([CH3:18])[CH3:17].C(O)(=O)C. (5) Given the product [NH2:1][C:2]1[CH:7]=[CH:6][CH:5]=[CH:4][C:3]=1[NH:8][C:9]([C:11]1[S:15][C:14]([N:16]2[CH2:17][CH2:18][N:19]([CH2:24][C:25]3[CH:30]=[CH:29][CH:28]=[CH:27][CH:26]=3)[CH2:20][CH2:21]2)=[N:13][CH:12]=1)=[O:10], predict the reactants needed to synthesize it. The reactants are: [NH2:1][C:2]1[CH:7]=[CH:6][CH:5]=[CH:4][C:3]=1[NH:8][C:9]([C:11]1[S:15][C:14]([N:16]2[CH2:21][CH2:20][NH:19][CH2:18][CH2:17]2)=[N:13][CH:12]=1)=[O:10].[I-].[K+].[CH2:24](Br)[C:25]1[CH:30]=[CH:29][CH:28]=[CH:27][CH:26]=1.C(N(CC)CC)C. (6) Given the product [Br:25][C:26]1[C:31]([F:32])=[CH:30][C:29]([NH:33][C:34]([C:36]2[C:41](=[O:42])[N:40]([CH2:15][C:12]3[CH:13]=[CH:14][C:9]([Br:8])=[CH:10][C:11]=3[F:17])[N:39]3[CH2:43][CH2:44][CH2:45][C@:38]3([CH3:46])[C:37]=2[OH:47])=[O:35])=[CH:28][C:27]=1[F:48], predict the reactants needed to synthesize it. The reactants are: C1(C)C=CC=CC=1.[Br:8][C:9]1[CH:14]=[CH:13][C:12]([CH2:15]Br)=[C:11]([F:17])[CH:10]=1.CC(C)(C)C[O-].[K+].[Br:25][C:26]1[C:31]([F:32])=[CH:30][C:29]([NH:33][C:34]([C:36]2[C:41](=[O:42])[NH:40][N:39]3[CH2:43][CH2:44][CH2:45][C@:38]3([CH3:46])[C:37]=2[OH:47])=[O:35])=[CH:28][C:27]=1[F:48]. (7) The reactants are: [CH3:1][CH:2]([O:4][C:5]([C:7]1[C:8]([N:13]2[CH2:18][CH2:17][N:16]([CH2:19][C:20]3[CH:28]=[CH:27][C:23]([C:24](O)=[O:25])=[CH:22][CH:21]=3)[CH2:15][CH2:14]2)=[N:9][CH:10]=[CH:11][CH:12]=1)=[O:6])[CH3:3].[CH2:29]([N:31](CC1C=CC(CC)=CC=1)[C@H:32]1CCN(C2C(C(OC(C)C)=O)=CC=CN=2)C1)C.[ClH:58].CNC.CCN=C=NCCCN(C)C.C1C=CC2N(O)N=NC=2C=1. Given the product [ClH:58].[CH3:29][N:31]([CH3:32])[C:24]([C:23]1[CH:27]=[CH:28][C:20]([CH2:19][N:16]2[CH2:17][CH2:18][N:13]([C:8]3[C:7]([C:5]([O:4][CH:2]([CH3:3])[CH3:1])=[O:6])=[CH:12][CH:11]=[CH:10][N:9]=3)[CH2:14][CH2:15]2)=[CH:21][CH:22]=1)=[O:25], predict the reactants needed to synthesize it.